The task is: Predict which catalyst facilitates the given reaction.. This data is from Catalyst prediction with 721,799 reactions and 888 catalyst types from USPTO. (1) Reactant: [F:1][C:2]1[CH:3]=[C:4]([CH:13]([C:15](CC)=[O:16])[CH3:14])[CH:5]=[CH:6][C:7]=1[NH:8][S:9]([CH3:12])(=[O:11])=[O:10].[NH2:19][C@H:20]([CH2:28][OH:29])[CH2:21][C:22]1[CH:27]=[CH:26][CH:25]=[CH:24][CH:23]=1. Product: [CH2:21]([C@H:20]([NH:19][C:15](=[O:16])[C@H:13]([C:4]1[CH:5]=[CH:6][C:7]([NH:8][S:9]([CH3:12])(=[O:10])=[O:11])=[C:2]([F:1])[CH:3]=1)[CH3:14])[CH2:28][OH:29])[C:22]1[CH:27]=[CH:26][CH:25]=[CH:24][CH:23]=1. The catalyst class is: 2. (2) Reactant: [F:1][C:2]1[CH:19]=[CH:18][C:5]([C:6]([NH:8][CH2:9][C:10]([C:12]2[CH:13]=[N:14][CH:15]=[CH:16][CH:17]=2)=[O:11])=[O:7])=[CH:4][CH:3]=1.[H-].[Na+].[C:22](#[N:25])[CH:23]=[CH2:24].[Cl-].[NH4+]. Product: [C:22]([CH2:23][CH2:24][CH:9]([NH:8][C:6](=[O:7])[C:5]1[CH:4]=[CH:3][C:2]([F:1])=[CH:19][CH:18]=1)[C:10]([C:12]1[CH:13]=[N:14][CH:15]=[CH:16][CH:17]=1)=[O:11])#[N:25]. The catalyst class is: 9. (3) Reactant: [C:1]([O:5][C:6]([NH:8][C@H:9]([CH2:13][C:14]1[CH:19]=[CH:18][C:17]([C:20]2[CH:25]=[CH:24][N:23]=[CH:22][CH:21]=2)=[CH:16][CH:15]=1)[C:10]([OH:12])=O)=[O:7])([CH3:4])([CH3:3])[CH3:2].C1C=C2[N:32]=NN(O)C2=CC=1.O.C(Cl)CCl.[NH4+].[OH-]. Product: [NH2:32][C:10](=[O:12])[C@H:9]([NH:8][C:6](=[O:7])[O:5][C:1]([CH3:3])([CH3:2])[CH3:4])[CH2:13][C:14]1[CH:19]=[CH:18][C:17]([C:20]2[CH:25]=[CH:24][N:23]=[CH:22][CH:21]=2)=[CH:16][CH:15]=1. The catalyst class is: 173.